From a dataset of Peptide-MHC class I binding affinity with 185,985 pairs from IEDB/IMGT. Regression. Given a peptide amino acid sequence and an MHC pseudo amino acid sequence, predict their binding affinity value. This is MHC class I binding data. (1) The peptide sequence is IVTMFEAL. The MHC is H-2-Kb with pseudo-sequence H-2-Kb. The binding affinity (normalized) is 0.736. (2) The peptide sequence is LMSFTILCLV. The MHC is HLA-A68:02 with pseudo-sequence HLA-A68:02. The binding affinity (normalized) is 0.659. (3) The peptide sequence is IEDPPFNSL. The MHC is HLA-B40:01 with pseudo-sequence HLA-B40:01. The binding affinity (normalized) is 0.631. (4) The peptide sequence is INFNYSIL. The MHC is H-2-Kb with pseudo-sequence H-2-Kb. The binding affinity (normalized) is 1.00. (5) The peptide sequence is GHLENNPAL. The MHC is HLA-A69:01 with pseudo-sequence HLA-A69:01. The binding affinity (normalized) is 0.0847. (6) The peptide sequence is RVLTARKTV. The MHC is HLA-A29:02 with pseudo-sequence HLA-A29:02. The binding affinity (normalized) is 0.0847. (7) The peptide sequence is LSLTKLFSY. The MHC is HLA-B15:01 with pseudo-sequence HLA-B15:01. The binding affinity (normalized) is 0.108. (8) The peptide sequence is FALKKLIID. The MHC is HLA-B08:01 with pseudo-sequence HLA-B08:01. The binding affinity (normalized) is 0.